Dataset: Full USPTO retrosynthesis dataset with 1.9M reactions from patents (1976-2016). Task: Predict the reactants needed to synthesize the given product. (1) Given the product [NH2:7][C@H:8]([CH:9]1[CH2:11][CH2:10]1)[C:12]1[C:13]([F:29])=[C:14]([C:19]([C:20]2[CH:25]=[CH:24][C:23]([NH2:26])=[C:22]([CH3:27])[CH:21]=2)=[O:28])[C:15]([Cl:18])=[CH:16][CH:17]=1, predict the reactants needed to synthesize it. The reactants are: C(OC(=O)[NH:7][C@@H:8]([C:12]1[CH:17]=[CH:16][C:15]([Cl:18])=[C:14]([C:19](=[O:28])[C:20]2[CH:25]=[CH:24][C:23]([NH2:26])=[C:22]([CH3:27])[CH:21]=2)[C:13]=1[F:29])[CH:9]1[CH2:11][CH2:10]1)(C)(C)C.Cl.O1CCOCC1. (2) Given the product [NH2:23][C:13]1[CH:12]=[C:11]([C:9]([NH:8][C:4]2[CH:5]=[CH:6][CH:7]=[C:2]([Cl:1])[C:3]=2[CH3:26])=[O:10])[C:19]2[N:18]=[C:17]([CH2:20][O:21][CH3:22])[NH:16][C:15]=2[CH:14]=1, predict the reactants needed to synthesize it. The reactants are: [Cl:1][C:2]1[C:3]([CH3:26])=[C:4]([NH:8][C:9]([C:11]2[C:19]3[N:18]=[C:17]([CH2:20][O:21][CH3:22])[NH:16][C:15]=3[CH:14]=[C:13]([N+:23]([O-])=O)[CH:12]=2)=[O:10])[CH:5]=[CH:6][CH:7]=1. (3) Given the product [CH3:13][C:10]1([CH3:14])[N:9]([C:15]([O:17][C:18]([CH3:21])([CH3:19])[CH3:20])=[O:16])[C:8]([CH3:22])([C:6]2[O:3][C:1]([CH3:2])=[N:4][N:5]=2)[CH2:12][O:11]1, predict the reactants needed to synthesize it. The reactants are: [C:1]([NH:4][NH:5][C:6]([C:8]1([CH3:22])[CH2:12][O:11][C:10]([CH3:14])([CH3:13])[N:9]1[C:15]([O:17][C:18]([CH3:21])([CH3:20])[CH3:19])=[O:16])=O)(=[O:3])[CH3:2].CC[N+](S(N=C(OC)[O-])(=O)=O)(CC)CC. (4) Given the product [CH:9]1([C:14]([N:16]2[CH2:21][CH:20]([C:22]3[CH:23]=[CH:24][C:25]([CH:28]([CH3:29])[CH3:30])=[CH:26][CH:27]=3)[CH2:19][CH:18]([C:31]([OH:33])=[O:32])[CH2:17]2)=[O:15])[CH2:10][CH2:11][CH2:12][CH2:13]1, predict the reactants needed to synthesize it. The reactants are: O1CCOCC1.[OH-].[Li+].[CH:9]1([C:14]([N:16]2[CH2:21][CH:20]([C:22]3[CH:27]=[CH:26][C:25]([CH:28]([CH3:30])[CH3:29])=[CH:24][CH:23]=3)[CH2:19][CH:18]([C:31]([O:33]CC)=[O:32])[CH2:17]2)=[O:15])[CH2:13][CH2:12][CH2:11][CH2:10]1.